This data is from hERG potassium channel inhibition data for cardiac toxicity prediction from Karim et al.. The task is: Regression/Classification. Given a drug SMILES string, predict its toxicity properties. Task type varies by dataset: regression for continuous values (e.g., LD50, hERG inhibition percentage) or binary classification for toxic/non-toxic outcomes (e.g., AMES mutagenicity, cardiotoxicity, hepatotoxicity). Dataset: herg_karim. (1) The drug is c1ccc(CN(c2cccc3[nH]ncc23)C2CCNCC2)cc1. The result is 1 (blocker). (2) The compound is COc1ccc(-n2c(SCc3nc(-c4ccc(C)cc4)no3)nnc2-c2ccncc2)cc1. The result is 0 (non-blocker). (3) The drug is O=S(=O)(c1ccc(F)cc1)C1CCN(CCc2ccc(F)cc2F)CC1. The result is 1 (blocker). (4) The molecule is COc1cc(-c2cn(C3CCc4cc(F)ccc4N(CC(F)(F)F)C3=O)nn2)ccc1-n1cnc(C)c1. The result is 1 (blocker). (5) The compound is Cc1nn(-c2ccccc2)nc1C(=O)NC1COc2cccc(N3CCN(C)CC3)c2C1. The result is 1 (blocker). (6) The molecule is CC(C)Oc1cc(Oc2ccc(C(=O)N3CCC3)cc2)cc(C(=O)Nc2ccn(C)n2)c1. The result is 0 (non-blocker). (7) The drug is O=C(/C=C/c1ccc(CNCCc2cnc3ccccn23)cc1)NO. The result is 0 (non-blocker).